Dataset: Peptide-MHC class II binding affinity with 134,281 pairs from IEDB. Task: Regression. Given a peptide amino acid sequence and an MHC pseudo amino acid sequence, predict their binding affinity value. This is MHC class II binding data. The peptide sequence is KKPTGKVTLEADVILPI. The MHC is DRB3_0301 with pseudo-sequence DRB3_0301. The binding affinity (normalized) is 0.778.